Dataset: Full USPTO retrosynthesis dataset with 1.9M reactions from patents (1976-2016). Task: Predict the reactants needed to synthesize the given product. (1) Given the product [F:1][C:2]1[CH:7]=[CH:6][C:5]([C:8]2[O:9][C:10]3[CH:18]=[C:17]([N:19]([CH2:24][C:25]4[CH:26]=[CH:27][C:28]([O:31][CH3:32])=[CH:29][CH:30]=4)[S:20]([CH3:23])(=[O:22])=[O:21])[C:16]([O:33][CH:34]([CH3:36])[CH3:35])=[CH:15][C:11]=3[C:12]=2[CH:13]=[O:14])=[CH:4][CH:3]=1, predict the reactants needed to synthesize it. The reactants are: [F:1][C:2]1[CH:7]=[CH:6][C:5]([C:8]2[O:9][C:10]3[CH:18]=[C:17]([N:19]([CH2:24][C:25]4[CH:30]=[CH:29][C:28]([O:31][CH3:32])=[CH:27][CH:26]=4)[S:20]([CH3:23])(=[O:22])=[O:21])[C:16]([O:33][CH:34]([CH3:36])[CH3:35])=[CH:15][C:11]=3[C:12]=2[CH2:13][OH:14])=[CH:4][CH:3]=1.C[N+]1([O-])CCOCC1. (2) Given the product [OH:36][CH2:35][CH:28]1[C:29]2[C:34](=[CH:33][CH:32]=[CH:31][CH:30]=2)[N:26]([C:23]([C:19]2[N:20]=[CH:21][N:22]=[C:17]([N:14]3[CH2:15][CH2:16][CH:11]([N:3]4[C:4]5[C:5](=[N:6][CH:7]=[CH:8][CH:9]=5)[NH:10][C:2]4=[O:1])[CH2:12][CH2:13]3)[CH:18]=2)=[O:24])[CH2:27]1, predict the reactants needed to synthesize it. The reactants are: [O:1]=[C:2]1[NH:10][C:5]2=[N:6][CH:7]=[CH:8][CH:9]=[C:4]2[N:3]1[CH:11]1[CH2:16][CH2:15][N:14]([C:17]2[N:22]=[CH:21][N:20]=[C:19]([C:23](O)=[O:24])[CH:18]=2)[CH2:13][CH2:12]1.[NH:26]1[C:34]2[C:29](=[CH:30][CH:31]=[CH:32][CH:33]=2)[CH:28]([CH2:35][OH:36])[CH2:27]1.CN(C(ON1N=NC2C=CC=CC1=2)=[N+](C)C)C.[B-](F)(F)(F)F. (3) The reactants are: [OH-].[Na+].[CH2:3]([NH:10][C:11](=[O:34])[N:12]([C:14]1[CH:15]=[CH:16][C:17]([CH3:33])=[C:18]([C:20]2[CH:25]=[CH:24][C:23](/[CH:26]=[CH:27]/[C:28]([O:30]CC)=[O:29])=[CH:22][CH:21]=2)[CH:19]=1)[CH3:13])[CH2:4][CH2:5][CH2:6][CH2:7][CH2:8][CH3:9]. Given the product [CH2:3]([NH:10][C:11](=[O:34])[N:12]([C:14]1[CH:15]=[CH:16][C:17]([CH3:33])=[C:18]([C:20]2[CH:25]=[CH:24][C:23](/[CH:26]=[CH:27]/[C:28]([OH:30])=[O:29])=[CH:22][CH:21]=2)[CH:19]=1)[CH3:13])[CH2:4][CH2:5][CH2:6][CH2:7][CH2:8][CH3:9], predict the reactants needed to synthesize it. (4) Given the product [CH3:2][C:3]1[C:8]([O:9][C:10]2[C:11]([NH:23][C:24]3[S:28][N:27]=[C:26]([C@H:29]([OH:32])[CH2:30][OH:31])[N:25]=3)=[N:12][CH:13]=[C:14]([S:16][C:17]3[CH:22]=[CH:21][CH:20]=[CH:19][N:18]=3)[CH:15]=2)=[CH:7][CH:6]=[CH:5][N:4]=1, predict the reactants needed to synthesize it. The reactants are: Cl.[CH3:2][C:3]1[C:8]([O:9][C:10]2[C:11]([NH:23][C:24]3[S:28][N:27]=[C:26]([C@H:29]([OH:32])[CH2:30][OH:31])[N:25]=3)=[N:12][CH:13]=[C:14]([S:16][C:17]3[CH:22]=[CH:21][CH:20]=[CH:19][N:18]=3)[CH:15]=2)=[CH:7][CH:6]=[CH:5][N:4]=1.Cl.OP([O-])([O-])=O.[K+].[K+].